Task: Predict the reaction yield, written as a fraction of the theoretical maximum amount of product (1.0 means a 100% yield; for example, 0.34 means a 34% yield).. Dataset: Reaction yield outcomes from USPTO patents with 853,638 reactions (1) The catalyst is O. The reactants are [Br:1][C:2]1[CH:3]=[C:4]([CH2:9]O)[CH:5]=[C:6]([I:8])[CH:7]=1.[Cl:11]CCl.S(Cl)(Cl)(=O)=O. The yield is 0.630. The product is [Br:1][C:2]1[CH:7]=[C:6]([I:8])[CH:5]=[C:4]([CH2:9][Cl:11])[CH:3]=1. (2) The reactants are Br[C:2]1[C:3]([OH:13])=[C:4]([C:10](=[O:12])[CH3:11])[CH:5]=[C:6]([Cl:9])[C:7]=1[CH3:8].[Cu](C#N)[C:15]#[N:16]. The catalyst is CN1CCCC1=O.C(OCC)(=O)C.Cl. The product is [C:10]([C:4]1[C:3]([OH:13])=[C:2]([C:7]([CH3:8])=[C:6]([Cl:9])[CH:5]=1)[C:15]#[N:16])(=[O:12])[CH3:11]. The yield is 0.960. (3) The reactants are [C:1]([O:5][C:6]([N:8]1[CH2:13][CH2:12][CH:11]([CH2:14][CH2:15][OH:16])[CH2:10][CH2:9]1)=[O:7])([CH3:4])([CH3:3])[CH3:2].C1C=CC(P(C2C=CC=CC=2)C2C=CC=CC=2)=CC=1.[Cl:36][C:37]1[CH:42]=[CH:41][C:40]([N:43]([C@H:47]2[C:56]3[C:51](=[CH:52][CH:53]=[CH:54][CH:55]=3)[N:50]([C:57](=[O:65])[C:58]3[CH:63]=[CH:62][C:61](O)=[CH:60][CH:59]=3)[C@@H:49]([CH3:66])[CH2:48]2)[C:44](=[O:46])[CH3:45])=[CH:39][CH:38]=1.CCOC(/N=N/C(OCC)=O)=O. The catalyst is C1(C)C=CC=CC=1. The product is [C:1]([O:5][C:6]([N:8]1[CH2:13][CH2:12][CH:11]([CH2:14][CH2:15][O:16][C:61]2[CH:60]=[CH:59][C:58]([C:57]([N:50]3[C:51]4[C:56](=[CH:55][CH:54]=[CH:53][CH:52]=4)[C@H:47]([N:43]([C:44](=[O:46])[CH3:45])[C:40]4[CH:41]=[CH:42][C:37]([Cl:36])=[CH:38][CH:39]=4)[CH2:48][C@@H:49]3[CH3:66])=[O:65])=[CH:63][CH:62]=2)[CH2:10][CH2:9]1)=[O:7])([CH3:4])([CH3:3])[CH3:2]. The yield is 0.900. (4) The reactants are Cl[CH:2]([CH:12]1[CH2:17][CH2:16][CH2:15][CH2:14][CH2:13]1)[C:3]1[C:7]2[CH:8]=[CH:9][CH:10]=[CH:11][C:6]=2[S:5][CH:4]=1.[NH2:18][C:19]1[CH:28]=[CH:27][C:22]([C:23]([O:25]C)=[O:24])=[CH:21][CH:20]=1.[I-].[Na+].C(=O)([O-])[O-].[Na+].[Na+].Cl.[OH-].[Na+]. The catalyst is C(O)C.O1CCCC1.CN(C)C(=O)C. The product is [S:5]1[C:6]2[CH:11]=[CH:10][CH:9]=[CH:8][C:7]=2[C:3]([CH:2]([NH:18][C:19]2[CH:28]=[CH:27][C:22]([C:23]([OH:25])=[O:24])=[CH:21][CH:20]=2)[CH:12]2[CH2:17][CH2:16][CH2:15][CH2:14][CH2:13]2)=[CH:4]1. The yield is 0.540. (5) The reactants are Cl[C:2]1[N:7]=[C:6]([C:8]2[S:12][C:11]([C:13]([CH3:16])([CH3:15])[CH3:14])=[N:10][C:9]=2[C:17]2[C:18]([F:35])=[C:19]([NH:23][S:24]([C:27]3[C:32]([F:33])=[CH:31][CH:30]=[CH:29][C:28]=3[F:34])(=[O:26])=[O:25])[CH:20]=[CH:21][CH:22]=2)[CH:5]=[CH:4][N:3]=1.[CH2:36](N(CC)CC)[CH3:37]. The catalyst is C(O)CC.C1C=CC(P(C2C=CC=CC=2)[C-]2C=CC=C2)=CC=1.C1C=CC(P(C2C=CC=CC=2)[C-]2C=CC=C2)=CC=1.Cl[Pd]Cl.[Fe+2]. The product is [CH3:14][C:13]([C:11]1[S:12][C:8]([C:6]2[CH:5]=[CH:4][N:3]=[C:2]([CH:36]=[CH2:37])[N:7]=2)=[C:9]([C:17]2[C:18]([F:35])=[C:19]([NH:23][S:24]([C:27]3[C:32]([F:33])=[CH:31][CH:30]=[CH:29][C:28]=3[F:34])(=[O:26])=[O:25])[CH:20]=[CH:21][CH:22]=2)[N:10]=1)([CH3:16])[CH3:15]. The yield is 0.840. (6) The reactants are [CH3:1][O:2][C:3]1[CH:11]=[C:10]([O:12][CH3:13])[CH:9]=[C:8]([NH:14][CH3:15])[C:4]=1[C:5]([NH2:7])=[O:6].Cl[C:17]([C:19]1[CH:24]=[C:23]([CH3:25])[C:22]([O:26][C:27](=[O:29])[CH3:28])=[C:21]([CH3:30])[CH:20]=1)=O. The product is [CH3:1][O:2][C:3]1[CH:11]=[C:10]([O:12][CH3:13])[CH:9]=[C:8]2[C:4]=1[C:5](=[O:6])[N:7]=[C:17]([C:19]1[CH:24]=[C:23]([CH3:25])[C:22]([O:26][C:27](=[O:29])[CH3:28])=[C:21]([CH3:30])[CH:20]=1)[N:14]2[CH3:15]. The yield is 0.670. The catalyst is N1C=CC=CC=1. (7) The reactants are C[Si]([N-][Si](C)(C)C)(C)C.[Na+].[O:11]=[C:12]1[N:17]([C:18]2[CH:23]=[CH:22][CH:21]=[CH:20][CH:19]=2)[C:16]2[S:24][C:25]([NH:33][C:34](=[O:40])[O:35][C:36]([CH3:39])([CH3:38])[CH3:37])=[C:26]([C:27]3[CH:32]=[CH:31][CH:30]=[CH:29][CH:28]=3)[C:15]=2[CH:14]=[CH:13]1.[CH3:41][S:42](Cl)(=[O:44])=[O:43].C([O-])(O)=O.[Na+]. The catalyst is C1COCC1. The product is [CH3:41][S:42]([N:33]([C:25]1[S:24][C:16]2[N:17]([C:18]3[CH:19]=[CH:20][CH:21]=[CH:22][CH:23]=3)[C:12](=[O:11])[CH:13]=[CH:14][C:15]=2[C:26]=1[C:27]1[CH:28]=[CH:29][CH:30]=[CH:31][CH:32]=1)[C:34](=[O:40])[O:35][C:36]([CH3:37])([CH3:39])[CH3:38])(=[O:44])=[O:43]. The yield is 0.920.